Dataset: Forward reaction prediction with 1.9M reactions from USPTO patents (1976-2016). Task: Predict the product of the given reaction. (1) The product is: [IH:11].[Cl:1][C:2]1[CH:3]=[C:4]([CH:7]=[CH:8][C:9]=1[Cl:10])[CH2:5][NH:6][C:14]1[NH:18][CH2:17][CH2:16][N:15]=1. Given the reactants [Cl:1][C:2]1[CH:3]=[C:4]([CH:7]=[CH:8][C:9]=1[Cl:10])[CH2:5][NH2:6].[IH:11].CS[C:14]1[NH:15][CH2:16][CH2:17][N:18]=1, predict the reaction product. (2) Given the reactants [Al+3].[Cl-].[Cl-].[Cl-].[Br:5][CH2:6][C:7](Br)=[O:8].[C:10]1([CH2:16][CH2:17][CH2:18][CH2:19][CH2:20][CH2:21][CH2:22][CH2:23][CH2:24][CH2:25][CH2:26][CH3:27])[CH:15]=[CH:14][CH:13]=[CH:12][CH:11]=1, predict the reaction product. The product is: [Br:5][CH2:6][C:7]([C:13]1[CH:12]=[CH:11][C:10]([CH2:16][CH2:17][CH2:18][CH2:19][CH2:20][CH2:21][CH2:22][CH2:23][CH2:24][CH2:25][CH2:26][CH3:27])=[CH:15][CH:14]=1)=[O:8].